This data is from Catalyst prediction with 721,799 reactions and 888 catalyst types from USPTO. The task is: Predict which catalyst facilitates the given reaction. (1) Reactant: [CH:1]1[N:5]([CH:6]([O:9][CH:10]([CH:25]=[O:26])[CH2:11][O:12][P:13]([O:16][P:17]([O:20][P:21]([OH:24])([OH:23])=[O:22])([OH:19])=[O:18])([OH:15])=[O:14])[CH:7]=[O:8])[C:4]2[NH:27][C:28]([NH2:32])=[N:29][C:30](=[O:31])[C:3]=2[N:2]=1.[Na].B([O-])([O-])[O-].[Na+].[Na+].[Na+].[BH4-].[Na+]. Product: [P:13]([O:12][CH2:11][C@H:10]1[O:9][C@@H:6]([N:5]2[C:4]3[N:27]=[C:28]([NH2:32])[NH:29][C:30](=[O:31])[C:3]=3[N:2]=[CH:1]2)[C@H:7]([OH:8])[C@@H:25]1[OH:26])([O:16][P:17]([O:20][P:21]([OH:23])([OH:24])=[O:22])([OH:19])=[O:18])(=[O:15])[OH:14]. The catalyst class is: 6. (2) Reactant: C(NC(C)C)(C)C.C([Li])CCC.[Br:13][C:14]1[CH:15]=[N:16][CH:17]=[C:18]([Br:20])[CH:19]=1.[CH3:21][O:22]C=O. Product: [Br:13][C:14]1[CH:15]=[N:16][CH:17]=[C:18]([Br:20])[C:19]=1[CH:21]=[O:22]. The catalyst class is: 1. (3) Reactant: [C:1]1([C:11]2O[C:15](=O)[C:14]([C:18]#[N:19])=[C:13]([N:20]3[CH2:25][CH2:24][CH2:23][CH2:22][CH2:21]3)[CH:12]=2)[C:10]2[C:5](=[CH:6][CH:7]=[CH:8][CH:9]=2)[CH:4]=[CH:3][CH:2]=1.[H-].[Na+]. Product: [C:1]1([C:11]2[C:12]3[CH2:11][C:1]4[C:2](=[CH:3][CH:4]=[CH:5][CH:10]=4)[C:15]=3[C:14]([C:18]#[N:19])=[C:13]([N:20]3[CH2:25][CH2:24][CH2:23][CH2:22][CH2:21]3)[CH:12]=2)[C:10]2[C:5](=[CH:6][CH:7]=[CH:8][CH:9]=2)[CH:4]=[CH:3][CH:2]=1. The catalyst class is: 1. (4) The catalyst class is: 163. Product: [CH:11]1[C:12]2[C:7](=[N:6][C:5]3[C:14]([C:13]=2[C:15]([O:17][CH3:20])=[O:16])=[CH:1][CH:2]=[CH:3][CH:4]=3)[CH:8]=[CH:9][CH:10]=1. Reactant: [CH:1]1[C:14]2[C:5](=[N:6][C:7]3[C:12]([C:13]=2[C:15]([OH:17])=[O:16])=[CH:11][CH:10]=[CH:9][CH:8]=3)[CH:4]=[CH:3][CH:2]=1.CI.[C:20](=O)([O-])[O-].[K+].[K+]. (5) Reactant: Br[CH2:2][CH2:3][F:4].CN(C=O)C.[F:10][C:11]1[CH:16]=[C:15]([N+:17]([O-:19])=[O:18])[CH:14]=[CH:13][C:12]=1[N:20]1[CH2:25][CH2:24][NH:23][CH2:22][CH2:21]1.C([O-])([O-])=O.[Cs+].[Cs+]. Product: [F:10][C:11]1[CH:16]=[C:15]([N+:17]([O-:19])=[O:18])[CH:14]=[CH:13][C:12]=1[N:20]1[CH2:25][CH2:24][N:23]([CH2:2][CH2:3][F:4])[CH2:22][CH2:21]1. The catalyst class is: 13. (6) Product: [Br:1][C:2]1[S:6][C:5]([O:7][C:8]2[CH:13]=[C:12]([O:14][CH2:15][CH2:16][O:17][CH3:18])[CH:11]=[CH:10][C:9]=2/[CH:19]=[CH:20]/[C:21]([OH:23])=[O:22])=[N:4][CH:3]=1. Reactant: [Br:1][C:2]1[S:6][C:5]([O:7][C:8]2[CH:13]=[C:12]([O:14][CH2:15][CH2:16][O:17][CH3:18])[CH:11]=[CH:10][C:9]=2/[CH:19]=[CH:20]/[C:21]([O:23]CC)=[O:22])=[N:4][CH:3]=1.[OH-].[Na+]. The catalyst class is: 214. (7) Reactant: [CH2:1]([O:8][C:9]([N:11]1[CH:15]([C:16]([OH:18])=O)[CH2:14][S:13][C@@H:12]1[C:19]1[CH:24]=[CH:23][CH:22]=[CH:21][CH:20]=1)=[O:10])[C:2]1[CH:7]=[CH:6][CH:5]=[CH:4][CH:3]=1.CCN(C(C)C)C(C)C.CN(C(ON1N=NC2C=CC=NC1=2)=[N+](C)C)C.F[P-](F)(F)(F)(F)F.[NH2:58][C:59]1[S:60][CH:61]=[C:62]([C:64]2[CH:75]=[CH:74][C:67]([C:68]([NH:70][CH:71]3[CH2:73][CH2:72]3)=[O:69])=[CH:66][CH:65]=2)[N:63]=1. Product: [CH2:1]([O:8][C:9]([N:11]1[CH:15]([C:16](=[O:18])[NH:58][C:59]2[S:60][CH:61]=[C:62]([C:64]3[CH:65]=[CH:66][C:67]([C:68](=[O:69])[NH:70][CH:71]4[CH2:73][CH2:72]4)=[CH:74][CH:75]=3)[N:63]=2)[CH2:14][S:13][C@@H:12]1[C:19]1[CH:20]=[CH:21][CH:22]=[CH:23][CH:24]=1)=[O:10])[C:2]1[CH:7]=[CH:6][CH:5]=[CH:4][CH:3]=1. The catalyst class is: 3. (8) The catalyst class is: 19. Product: [ClH:22].[F:18][C:15]([F:16])([F:17])[C:14]([N:11]1[CH2:10][CH2:9][C:8]2[CH:20]=[CH:21][C:5]([CH2:4][NH2:3])=[CH:6][C:7]=2[CH2:13][CH2:12]1)=[O:19]. Reactant: CO[N:3]=[CH:4][C:5]1[CH:21]=[CH:20][C:8]2[CH2:9][CH2:10][N:11]([C:14](=[O:19])[C:15]([F:18])([F:17])[F:16])[CH2:12][CH2:13][C:7]=2[CH:6]=1.[ClH:22]. (9) Reactant: [O:1]=[C:2]1[CH2:7][CH2:6][CH:5]([CH2:8][NH:9][C:10](=[O:16])[O:11][C:12]([CH3:15])([CH3:14])[CH3:13])[CH2:4][CH2:3]1.[CH3:17][Mg]Br. Product: [OH:1][C:2]1([CH3:17])[CH2:3][CH2:4][CH:5]([CH2:8][NH:9][C:10](=[O:16])[O:11][C:12]([CH3:13])([CH3:15])[CH3:14])[CH2:6][CH2:7]1. The catalyst class is: 7.